From a dataset of Forward reaction prediction with 1.9M reactions from USPTO patents (1976-2016). Predict the product of the given reaction. (1) Given the reactants [Br:1][C:2]1[CH:7]=[CH:6][C:5]([CH:8]([CH:20]2[CH2:24][CH2:23][CH2:22][CH2:21]2)[CH2:9][C:10]([C:12]2[CH:13]=[CH:14][C:15](=[O:19])[N:16]([CH3:18])[CH:17]=2)=O)=[CH:4][CH:3]=1.Cl.[NH2:26][OH:27].C([O-])(O)=O.[Na+], predict the reaction product. The product is: [Br:1][C:2]1[CH:7]=[CH:6][C:5]([CH:8]([CH:20]2[CH2:24][CH2:23][CH2:22][CH2:21]2)[CH2:9]/[C:10](/[C:12]2[CH:13]=[CH:14][C:15](=[O:19])[N:16]([CH3:18])[CH:17]=2)=[N:26]\[OH:27])=[CH:4][CH:3]=1. (2) Given the reactants [N+:1]([O:4][CH2:5][C:6]1[N:11]=[C:10]([CH3:12])[C:9]([O:13][C:14](=[O:25])[C:15]2[CH:20]=[CH:19][CH:18]=[CH:17][C:16]=2[O:21][C:22](=[O:24])[CH3:23])=[CH:8][CH:7]=1)([O-:3])=[O:2].C(OCC)(=O)C.[ClH:32], predict the reaction product. The product is: [ClH:32].[N+:1]([O:4][CH2:5][C:6]1[N:11]=[C:10]([CH3:12])[C:9]([O:13][C:14](=[O:25])[C:15]2[CH:20]=[CH:19][CH:18]=[CH:17][C:16]=2[O:21][C:22](=[O:24])[CH3:23])=[CH:8][CH:7]=1)([O-:3])=[O:2]. (3) Given the reactants [F-].[Cs+].[CH2:3]([OH:13])[CH2:4][CH2:5][CH2:6][CH2:7][CH2:8][CH2:9][CH2:10][CH2:11][CH3:12].C[Si](C)(C)[C:16]#[C:17]/[CH:18]=[CH:19]\[C:20]1[CH:25]=[CH:24][CH:23]=[CH:22][N:21]=1, predict the reaction product. The product is: [CH2:3]([O:13][CH2:16][C:17]1[N:21]2[C:20]([CH:25]=[CH:24][CH:23]=[CH:22]2)=[CH:19][CH:18]=1)[CH2:4][CH2:5][CH2:6][CH2:7][CH2:8][CH2:9][CH2:10][CH2:11][CH3:12].